This data is from Full USPTO retrosynthesis dataset with 1.9M reactions from patents (1976-2016). The task is: Predict the reactants needed to synthesize the given product. (1) Given the product [F:20][C:19]([F:22])([F:21])[C:18]1[C:13]([N:23]2[CH2:28][CH2:27][NH:26][CH2:25][CH2:24]2)=[N:14][CH:15]=[CH:16][CH:17]=1, predict the reactants needed to synthesize it. The reactants are: C[Si](C)(C)C1C=C(C=CC=1)N.Cl[C:13]1[C:18]([C:19]([F:22])([F:21])[F:20])=[CH:17][CH:16]=[CH:15][N:14]=1.[NH:23]1[CH2:28][CH2:27][NH:26][CH2:25][CH2:24]1. (2) Given the product [Cl:6][C:7]1[CH:8]=[C:9]2[C:14](=[CH:15][CH:16]=1)[CH:13]=[C:12]([S:17]([CH2:20]/[CH:21]=[CH:22]/[C:23]([OH:25])=[O:24])(=[O:18])=[O:19])[CH:11]=[CH:10]2, predict the reactants needed to synthesize it. The reactants are: S(=O)(=O)(O)O.[Cl:6][C:7]1[CH:8]=[C:9]2[C:14](=[CH:15][CH:16]=1)[CH:13]=[C:12]([S:17]([CH2:20]/[CH:21]=[CH:22]/[C:23]([O:25]CC)=[O:24])(=[O:19])=[O:18])[CH:11]=[CH:10]2. (3) Given the product [F:30][C:27]1[CH:28]=[CH:29][C:22]2=[C:23]([CH:26]=1)[O:24][CH2:25][C:19]1[CH:18]=[C:17]([CH2:16][N:8]3[C:7]4[CH:6]=[CH:5][CH:4]=[C:3]([O:2][CH3:1])[C:11]=4[N:10]=[C:9]3[CH2:12][CH2:13][CH3:14])[CH:36]=[CH:35][C:20]=1/[C:21]/2=[C:31](/[CH3:34])\[C:32]#[N:33], predict the reactants needed to synthesize it. The reactants are: [CH3:1][O:2][C:3]1[C:11]2[N:10]=[C:9]([CH2:12][CH2:13][CH3:14])[NH:8][C:7]=2[CH:6]=[CH:5][CH:4]=1.Br[CH2:16][C:17]1[CH:36]=[CH:35][C:20]2/[C:21](=[C:31](/[CH3:34])\[C:32]#[N:33])/[C:22]3[CH:29]=[CH:28][C:27]([F:30])=[CH:26][C:23]=3[O:24][CH2:25][C:19]=2[CH:18]=1. (4) Given the product [C:19]([O:22][C:23](=[O:24])[NH:25][C@H:26]([C:33](=[O:34])[N:9]([C:4]1[CH:5]=[CH:6][C:7]([CH3:8])=[C:2]([CH3:1])[CH:3]=1)[CH2:10][CH2:11][C:12]1[CH:17]=[CH:16][CH:15]=[CH:14][N:13]=1)[C:27]1[CH:32]=[CH:31][CH:30]=[CH:29][CH:28]=1)([CH3:21])([CH3:18])[CH3:20], predict the reactants needed to synthesize it. The reactants are: [CH3:1][C:2]1[CH:3]=[C:4]([NH:9][CH2:10][CH2:11][C:12]2[CH:17]=[CH:16][CH:15]=[CH:14][N:13]=2)[CH:5]=[CH:6][C:7]=1[CH3:8].[CH3:18][C:19]([O:22][C:23]([NH:25][C@H:26]([C:33](O)=[O:34])[C:27]1[CH:32]=[CH:31][CH:30]=[CH:29][CH:28]=1)=[O:24])([CH3:21])[CH3:20]. (5) Given the product [C:10]1([S:16]([C:19]2[C:2]3[CH2:3][CH2:4][CH2:5][CH2:6][C:1]=3[CH:7]=[CH:8][N:20]=2)(=[O:17])=[O:18])[CH:11]=[CH:12][CH:13]=[CH:14][CH:15]=1, predict the reactants needed to synthesize it. The reactants are: [C:1]1(=[CH:7][CH:8]=O)[CH2:6][CH2:5][CH2:4][CH2:3][CH2:2]1.[C:10]1([S:16]([C:19]#[N:20])(=[O:18])=[O:17])[CH:15]=[CH:14][CH:13]=[CH:12][CH:11]=1.B(OCCCC)(OCCCC)OCCCC.C(O)CCC.